From a dataset of NCI-60 drug combinations with 297,098 pairs across 59 cell lines. Regression. Given two drug SMILES strings and cell line genomic features, predict the synergy score measuring deviation from expected non-interaction effect. Drug 2: CCC1=C2CN3C(=CC4=C(C3=O)COC(=O)C4(CC)O)C2=NC5=C1C=C(C=C5)O. Cell line: DU-145. Drug 1: C1C(C(OC1N2C=C(C(=O)NC2=O)F)CO)O. Synergy scores: CSS=42.1, Synergy_ZIP=0.0199, Synergy_Bliss=6.28, Synergy_Loewe=-35.6, Synergy_HSA=-1.91.